Dataset: Full USPTO retrosynthesis dataset with 1.9M reactions from patents (1976-2016). Task: Predict the reactants needed to synthesize the given product. (1) Given the product [OH2:4].[OH2:48].[S:47]([C:44]1[CH:45]=[CH:46][C:41]([CH3:40])=[CH:42][CH:43]=1)([OH:50])(=[O:49])=[O:48].[NH2:1][C@@H:2]([CH2:6][C:7]1[CH:8]=[CH:9][C:10]([C:13]2[CH:18]=[C:17]([O:19][C@H:20]([C:25]3[CH:30]=[CH:29][C:28]([C:31]4[CH:36]=[CH:35][CH:34]=[C:33]([O:37][CH3:38])[CH:32]=4)=[CH:27][CH:26]=3)[C:21]([F:22])([F:24])[F:23])[N:16]=[C:15]([NH2:39])[N:14]=2)=[CH:11][CH:12]=1)[C:3]([OH:5])=[O:4], predict the reactants needed to synthesize it. The reactants are: [NH2:1][C@@H:2]([CH2:6][C:7]1[CH:12]=[CH:11][C:10]([C:13]2[CH:18]=[C:17]([O:19][C@H:20]([C:25]3[CH:30]=[CH:29][C:28]([C:31]4[CH:36]=[CH:35][CH:34]=[C:33]([O:37][CH3:38])[CH:32]=4)=[CH:27][CH:26]=3)[C:21]([F:24])([F:23])[F:22])[N:16]=[C:15]([NH2:39])[N:14]=2)=[CH:9][CH:8]=1)[C:3]([O-:5])=[O:4].[CH3:40][C:41]1[CH:42]=[CH:43][C:44]([S:47]([OH:50])(=[O:49])=[O:48])=[CH:45][CH:46]=1.O.C(#N)C.O. (2) Given the product [C:1]([O:5][C:6]([N:8]1[CH2:13][C@H:12]([CH2:14][NH:15][C:34](=[O:37])[CH3:35])[N:11]([CH2:18][C:19]([N:21]2[C:29]3[C:24](=[CH:25][CH:26]=[C:27]([Cl:30])[CH:28]=3)[C:23]([CH3:32])([CH3:31])[CH2:22]2)=[O:20])[CH2:10][C@H:9]1[CH3:33])=[O:7])([CH3:4])([CH3:3])[CH3:2], predict the reactants needed to synthesize it. The reactants are: [C:1]([O:5][C:6]([N:8]1[CH2:13][C@H:12]([CH2:14][N:15]=[N+]=[N-])[N:11]([CH2:18][C:19]([N:21]2[C:29]3[C:24](=[CH:25][CH:26]=[C:27]([Cl:30])[CH:28]=3)[C:23]([CH3:32])([CH3:31])[CH2:22]2)=[O:20])[CH2:10][C@H:9]1[CH3:33])=[O:7])([CH3:4])([CH3:3])[CH3:2].[C:34]([OH:37])(=S)[CH3:35]. (3) Given the product [CH3:8][Si:9]([CH3:11])([CH3:10])[CH2:12][CH2:13][O:14][CH2:15][N:3]1[CH:7]=[CH:6][N:5]=[CH:4]1, predict the reactants needed to synthesize it. The reactants are: [H-].[Na+].[NH:3]1[CH:7]=[CH:6][N:5]=[CH:4]1.[CH3:8][Si:9]([CH2:12][CH2:13][O:14][CH2:15]Cl)([CH3:11])[CH3:10].C([O-])(O)=O.[Na+].